The task is: Predict the reaction yield, written as a fraction of the theoretical maximum amount of product (1.0 means a 100% yield; for example, 0.34 means a 34% yield).. This data is from Reaction yield outcomes from USPTO patents with 853,638 reactions. (1) The reactants are Cl[C:2]1[CH:3]=[CH:4][C:5]([N+:26]([O-:28])=[O:27])=[C:6]([CH:25]=1)[C:7]([NH:9][C:10]1[S:11][C:12]([C:15]2[CH:20]=[CH:19][CH:18]=[C:17]([C:21]([F:24])([F:23])[F:22])[CH:16]=2)=[CH:13][N:14]=1)=[O:8].[NH:29]1[CH2:34][CH2:33][CH2:32][CH2:31][CH2:30]1. The catalyst is CN(C)C=O.C(OCC)(=O)C. The product is [N+:26]([C:5]1[CH:4]=[CH:3][C:2]([N:29]2[CH2:34][CH2:33][CH2:32][CH2:31][CH2:30]2)=[CH:25][C:6]=1[C:7]([NH:9][C:10]1[S:11][C:12]([C:15]2[CH:20]=[CH:19][CH:18]=[C:17]([C:21]([F:24])([F:23])[F:22])[CH:16]=2)=[CH:13][N:14]=1)=[O:8])([O-:28])=[O:27]. The yield is 0.760. (2) The reactants are N(C(OCC)=O)=NC(OCC)=O.[C:13]([N:20]1[CH2:25][CH2:24][CH:23]([OH:26])[CH2:22][CH2:21]1)([O:15][C:16]([CH3:19])([CH3:18])[CH3:17])=[O:14].O[N:28]1[C:32](=[O:33])[C:31]2=[CH:34][CH:35]=[CH:36][CH:37]=[C:30]2[C:29]1=[O:38].C1(P(C2C=CC=CC=2)C2C=CC=CC=2)C=CC=CC=1. The catalyst is C1COCC1. The product is [O:38]=[C:29]1[C:30]2[C:31](=[CH:34][CH:35]=[CH:36][CH:37]=2)[C:32](=[O:33])[N:28]1[O:26][CH:23]1[CH2:24][CH2:25][N:20]([C:13]([O:15][C:16]([CH3:19])([CH3:18])[CH3:17])=[O:14])[CH2:21][CH2:22]1. The yield is 0.800. (3) The reactants are [NH2:1][CH2:2][CH:3]([OH:11])[CH2:4][C:5]1[CH:10]=[CH:9][CH:8]=[CH:7][CH:6]=1.[CH3:12][C:13]([O:16][C:17](O[C:17]([O:16][C:13]([CH3:15])([CH3:14])[CH3:12])=[O:18])=[O:18])([CH3:15])[CH3:14]. The catalyst is C1COCC1. The product is [OH:11][CH:3]([CH2:4][C:5]1[CH:6]=[CH:7][CH:8]=[CH:9][CH:10]=1)[CH2:2][NH:1][C:17](=[O:18])[O:16][C:13]([CH3:15])([CH3:14])[CH3:12]. The yield is 0.910. (4) The reactants are [Cl:1][C:2]1[CH:7]=[CH:6][C:5]([C:8]2[S:12][C:11]([C:13]([O:15]CC)=[O:14])=[CH:10][CH:9]=2)=[CH:4][CH:3]=1.[OH-].[Na+].Cl. The catalyst is CO. The product is [Cl:1][C:2]1[CH:3]=[CH:4][C:5]([C:8]2[S:12][C:11]([C:13]([OH:15])=[O:14])=[CH:10][CH:9]=2)=[CH:6][CH:7]=1. The yield is 0.960. (5) The reactants are [CH3:1][N:2]1[C:10]2[CH2:9][CH2:8][CH2:7][CH:6]([CH2:11][C:12](OCC)=[O:13])[C:5]=2[CH:4]=[CH:3]1.[OH-].[Na+]. The catalyst is C1COCC1. The yield is 0.840. The product is [CH3:1][N:2]1[C:10]2[CH2:9][CH2:8][CH2:7][CH:6]([CH2:11][CH2:12][OH:13])[C:5]=2[CH:4]=[CH:3]1. (6) The reactants are [NH:1]1[C:6]2[CH:7]=[CH:8][S:9][C:5]=2[C:4](=[O:10])[O:3][C:2]1=[O:11].[CH2:12](Br)[C:13]1[CH:18]=[CH:17][CH:16]=[CH:15][CH:14]=1.C(=O)([O-])[O-].[K+].[K+]. The catalyst is CN(C)C=O.O. The product is [CH2:12]([N:1]1[C:6]2[CH:7]=[CH:8][S:9][C:5]=2[C:4](=[O:10])[O:3][C:2]1=[O:11])[C:13]1[CH:18]=[CH:17][CH:16]=[CH:15][CH:14]=1. The yield is 0.800. (7) The reactants are [C:1]([O:6][CH2:7][CH3:8])(=[O:5])/[CH:2]=[CH:3]/[CH3:4].[C:9]([O-])(=O)/C=C/C.CC1CC1C([O-])=O. The catalyst is CS(C)=O. The product is [CH3:4][CH:3]1[CH2:9][CH:2]1[C:1]([O:6][CH2:7][CH3:8])=[O:5]. The yield is 0.268. (8) The reactants are [C:1]([C:3]1[CH:8]=[CH:7][C:6]([C:9](=O)[CH2:10][C:11](=O)[C:12]([O:14][CH2:15][CH3:16])=[O:13])=[CH:5][CH:4]=1)#[N:2].[NH:19]([C:21]1[CH:22]=[N:23][CH:24]=[CH:25][CH:26]=1)[NH2:20].Cl.C(=O)(O)[O-].[Na+]. The catalyst is C(O)C.C(Cl)(Cl)Cl.C(O)(=O)C. The product is [C:1]([C:3]1[CH:8]=[CH:7][C:6]([C:9]2[N:19]([C:21]3[CH:22]=[N:23][CH:24]=[CH:25][CH:26]=3)[N:20]=[C:11]([C:12]([O:14][CH2:15][CH3:16])=[O:13])[CH:10]=2)=[CH:5][CH:4]=1)#[N:2]. The yield is 0.550. (9) The reactants are [CH:1]1([C:4]2[NH:8][N:7]=[C:6]([NH:9][C:10]3[C:17]([F:18])=[CH:16][C:13]([C:14]#[N:15])=[C:12]([NH:19][C@H:20]([C:22]4[CH:27]=[CH:26][C:25]([F:28])=[CH:24][CH:23]=4)[CH3:21])[N:11]=3)[CH:5]=2)[CH2:3][CH2:2]1.FC1C=CC([C@H](N)C)=CC=1.CCN(C(C)C)C(C)C. The catalyst is CCCCO. The product is [CH:1]1([C:4]2[NH:8][N:7]=[C:6]([NH:9][C:10]3[C:17]([F:18])=[CH:16][C:13]([C:14]#[N:15])=[C:12]([NH:19][C@@H:20]([C:22]4[CH:27]=[CH:26][C:25]([F:28])=[CH:24][CH:23]=4)[CH3:21])[N:11]=3)[CH:5]=2)[CH2:3][CH2:2]1. The yield is 0.260. (10) The catalyst is C1C=CC([P]([Pd]([P](C2C=CC=CC=2)(C2C=CC=CC=2)C2C=CC=CC=2)([P](C2C=CC=CC=2)(C2C=CC=CC=2)C2C=CC=CC=2)[P](C2C=CC=CC=2)(C2C=CC=CC=2)C2C=CC=CC=2)(C2C=CC=CC=2)C2C=CC=CC=2)=CC=1.C(OCC)(=O)C.CCCCCC. The yield is 0.820. The reactants are Br[C:2]1[C:3]2[C:4]3[CH2:15][CH2:14][N:13]([C:16]([O:18]C(C)(C)C)=O)[CH2:12][CH2:11][C:5]=3[NH:6][C:7]=2[CH:8]=[CH:9][CH:10]=1.[CH2:23]([CH2:26][O:27][CH3:28])OC.C([O-])([O-])=O.[Na+].[Na+]. The product is [C:16]([N:13]1[CH2:14][CH2:15][C:4]2[C:3]3[C:2]([C:23]4[CH:11]=[CH:5][CH:4]=[CH:15][C:26]=4[O:27][CH3:28])=[CH:10][CH:9]=[CH:8][C:7]=3[NH:6][C:5]=2[CH2:11][CH2:12]1)(=[O:18])[C:2]1[CH:3]=[CH:7][CH:8]=[CH:9][CH:10]=1.